From a dataset of Full USPTO retrosynthesis dataset with 1.9M reactions from patents (1976-2016). Predict the reactants needed to synthesize the given product. (1) Given the product [Si:12]([O:19][CH2:20][CH2:21][N:22]1[CH:26]=[CH:25][N:24]=[C:23]1[CH:30]=[O:31])([C:15]([CH3:18])([CH3:16])[CH3:17])([CH3:14])[CH3:13], predict the reactants needed to synthesize it. The reactants are: C([Li])CCC.CCCCCC.[Si:12]([O:19][CH2:20][CH2:21][N:22]1[CH:26]=[CH:25][N:24]=[CH:23]1)([C:15]([CH3:18])([CH3:17])[CH3:16])([CH3:14])[CH3:13].CN([CH:30]=[O:31])C.[Cl-].[NH4+]. (2) Given the product [Cl:1][C:2]1[CH:10]=[CH:9][C:8]2[N:7]([CH2:11][C:12]([N:22]3[CH2:26][CH2:25][CH2:24][CH2:23]3)=[O:13])[C:6]3[CH2:17][CH2:18][N:19]([CH3:21])[CH2:20][C:5]=3[C:4]=2[CH:3]=1, predict the reactants needed to synthesize it. The reactants are: [Cl:1][C:2]1[CH:10]=[CH:9][C:8]2[N:7]([CH2:11][C:12](OCC)=[O:13])[C:6]3[CH2:17][CH2:18][N:19]([CH3:21])[CH2:20][C:5]=3[C:4]=2[CH:3]=1.[NH:22]1[CH2:26][CH2:25][CH2:24][CH2:23]1. (3) Given the product [Cl:1][C:2]1[CH:7]=[C:6]([Cl:8])[CH:5]=[CH:4][C:3]=1[C:9]1[C:17]2[O:16][CH:15]([CH2:18][NH:19][C:30](=[O:31])[O:32][CH2:33][C:34]3[CH:39]=[CH:38][CH:37]=[CH:36][CH:35]=3)[CH2:14][C:13]=2[CH:12]=[CH:11][CH:10]=1, predict the reactants needed to synthesize it. The reactants are: [Cl:1][C:2]1[CH:7]=[C:6]([Cl:8])[CH:5]=[CH:4][C:3]=1[C:9]1[C:17]2[O:16][CH:15]([CH2:18][NH2:19])[CH2:14][C:13]=2[CH:12]=[CH:11][CH:10]=1.C(N(C(C)C)CC)(C)C.Cl[C:30]([O:32][CH2:33][C:34]1[CH:39]=[CH:38][CH:37]=[CH:36][CH:35]=1)=[O:31].C(OC(=O)NCC1CC2C=CC=C(C3CCCC3)C=2O1)C1C=CC=CC=1. (4) Given the product [F:19][C:20]1[CH:26]=[CH:25][C:23]([NH:13][C:12]2[C:11]3[C:10](=[CH:9][CH:8]=[C:6]4[N:7]=[C:3]([C:1]#[N:2])[S:4][C:5]4=3)[N:14]=[CH:15][N:16]=2)=[CH:22][CH:21]=1, predict the reactants needed to synthesize it. The reactants are: [C:1]([C:3]1[S:4][C:5]2[C:11]([C:12]#[N:13])=[C:10](/[N:14]=[CH:15]/[N:16](C)C)[CH:9]=[CH:8][C:6]=2[N:7]=1)#[N:2].[F:19][C:20]1[CH:26]=[CH:25][C:23](N)=[CH:22][CH:21]=1.[K+].[Br-]. (5) Given the product [CH3:1][O:2][C:3]1[CH:8]=[CH:7][C:6]([C:9]2[N:10]([CH2:22][CH2:23][CH2:24][CH2:25][CH2:26][B:27]([OH:29])[OH:28])[C:11]3[CH:17]=[CH:16][CH:15]=[CH:14][C:12]=3[N:13]=2)=[CH:5][CH:4]=1, predict the reactants needed to synthesize it. The reactants are: [CH3:1][O:2][C:3]1[CH:8]=[CH:7][C:6]([C:9]2[NH:13][C:12]3[CH:14]=[CH:15][CH:16]=[CH:17][C:11]=3[N:10]=2)=[CH:5][CH:4]=1.[I-].[H-].[Na+].Br[CH2:22][CH2:23][CH2:24][CH2:25][CH2:26][B:27]([OH:29])[OH:28]. (6) The reactants are: [CH:1]1([CH:4]=[N:5][S@@:6]([C:8]([CH3:11])([CH3:10])[CH3:9])=[O:7])[CH2:3][CH2:2]1.C1([O-])C=CC=CC=1.[CH2:19]([N+:23](CCCC)(CCCC)CCCC)[CH2:20]CC.C[Si](CC#N)(C)C.[Cl-].[NH4+]. Given the product [C:19]([CH2:20][C@@H:4]([NH:5][S@@:6]([C:8]([CH3:11])([CH3:10])[CH3:9])=[O:7])[CH:1]1[CH2:2][CH2:3]1)#[N:23], predict the reactants needed to synthesize it. (7) Given the product [CH3:11][O:12][C:13]1[C:18]([C:19]2[CH:20]=[C:21]([CH:25]=[CH:26][C:27]=2[O:28][C:29]2[CH:34]=[CH:33][CH:32]=[CH:31][CH:30]=2)[C:22]([NH:24][S:36]([CH3:35])(=[O:38])=[O:37])=[O:23])=[CH:17][CH:16]=[CH:15][N:14]=1, predict the reactants needed to synthesize it. The reactants are: C[Si]([N-][Si](C)(C)C)(C)C.[Li+].[CH3:11][O:12][C:13]1[C:18]([C:19]2[CH:20]=[C:21]([CH:25]=[CH:26][C:27]=2[O:28][C:29]2[CH:34]=[CH:33][CH:32]=[CH:31][CH:30]=2)[C:22]([NH2:24])=[O:23])=[CH:17][CH:16]=[CH:15][N:14]=1.[CH3:35][S:36](Cl)(=[O:38])=[O:37]. (8) The reactants are: C(=O)([O-])[O-].[Na+].[Na+].[ClH:7].[N:8]12[CH2:15][CH2:14][CH:11]([CH2:12][CH2:13]1)[C@@H:10]([NH:16][C:17]([C:19]1[S:20][C:21]3[C:27](Br)=[CH:26][CH:25]=[CH:24][C:22]=3[CH:23]=1)=[O:18])[CH2:9]2.[CH3:29][O:30][C:31]1[CH:36]=[CH:35][CH:34]=[CH:33][C:32]=1B(O)O. Given the product [ClH:7].[N:8]12[CH2:15][CH2:14][CH:11]([CH2:12][CH2:13]1)[C@@H:10]([NH:16][C:17]([C:19]1[S:20][C:21]3[C:27]([C:32]4[CH:33]=[CH:34][CH:35]=[CH:36][C:31]=4[O:30][CH3:29])=[CH:26][CH:25]=[CH:24][C:22]=3[CH:23]=1)=[O:18])[CH2:9]2, predict the reactants needed to synthesize it. (9) Given the product [CH3:1][O:2][C:3]([CH:5]1[CH2:7][N:6]([S:8]([C:11]2[CH:16]=[CH:15][CH:14]=[C:13]([O:17][CH3:18])[CH:12]=2)(=[O:9])=[O:10])[C:28](=[O:29])[N:27]1[C:21]1[CH:26]=[CH:25][CH:24]=[CH:23][CH:22]=1)=[O:4], predict the reactants needed to synthesize it. The reactants are: [CH3:1][O:2][C:3]([CH:5]1[CH2:7][N:6]1[S:8]([C:11]1[CH:16]=[CH:15][CH:14]=[C:13]([O:17][CH3:18])[CH:12]=1)(=[O:10])=[O:9])=[O:4].[I-].[Na+].[C:21]1([N:27]=[C:28]=[O:29])[CH:26]=[CH:25][CH:24]=[CH:23][CH:22]=1.